The task is: Predict the product of the given reaction.. This data is from Forward reaction prediction with 1.9M reactions from USPTO patents (1976-2016). The product is: [Br:1][C:2]1[CH:3]=[C:4]([NH:13][CH:14]([C:15]2[CH:20]=[CH:19][CH:18]=[CH:17][CH:16]=2)[CH:23]=[CH2:24])[C:5]2[N:9]=[C:8]([CH3:10])[N:7]([CH3:11])[C:6]=2[CH:12]=1. Given the reactants [Br:1][C:2]1[CH:3]=[C:4]([NH2:13])[C:5]2[N:9]=[C:8]([CH3:10])[N:7]([CH3:11])[C:6]=2[CH:12]=1.[CH:14](=O)[C:15]1[CH:20]=[CH:19][CH:18]=[CH:17][CH:16]=1.O.[C:23]1(C)C=CC(S(O)(=O)=O)=C[CH:24]=1.C([Mg]Br)=C.[Cl-].[NH4+], predict the reaction product.